Predict the product of the given reaction. From a dataset of Forward reaction prediction with 1.9M reactions from USPTO patents (1976-2016). (1) Given the reactants [Cl:1][C:2]1[C:7]([Cl:8])=[CH:6][CH:5]=[CH:4][C:3]=1[OH:9].[C:27]1(P([C:23]2[CH:28]=[CH:27][CH:26]=CC=2)[C:27]2[CH:26]=CC=[CH:23][CH:28]=2)[CH:26]=CC=[CH:23][CH:28]=1.[CH3:29]C(N([C@H]1C[C@H](O)C1)C(=O)[O-])(C)C.[CH3:54][CH:53]([O:52][C:50](/[N:49]=[N:49]/[C:50]([O:52][CH:53]([CH3:55])[CH3:54])=[O:51])=[O:51])[CH3:55], predict the reaction product. The product is: [Cl:1][C:2]1[C:7]([Cl:8])=[CH:6][CH:5]=[CH:4][C:3]=1[O:9][C@@H:27]1[CH2:26][C@H:23]([NH:49][C:50](=[O:51])[O:52][C:53]([CH3:55])([CH3:29])[CH3:54])[CH2:28]1. (2) Given the reactants F[B-](F)(F)F.[FH:6].[FH:7].F.C(N(CC)CC)C.[C:16]([CH:21]1[CH2:26][CH2:25][C:24](=O)[CH2:23][CH2:22]1)([O:18][CH2:19][CH3:20])=[O:17], predict the reaction product. The product is: [C:16]([CH:21]1[CH2:26][CH2:25][C:24]([F:7])([F:6])[CH2:23][CH2:22]1)([O:18][CH2:19][CH3:20])=[O:17]. (3) Given the reactants [C:1]([C:4]1[CH:5]=[C:6]([N:10]([CH2:15][CH3:16])[S:11]([CH3:14])(=[O:13])=[O:12])[CH:7]=[CH:8][CH:9]=1)(=[O:3])[CH3:2].CO[CH:19](OC)[N:20]([CH3:22])[CH3:21], predict the reaction product. The product is: [CH3:19][N:20]([CH3:22])[CH:21]=[CH:2][C:1]([C:4]1[CH:5]=[C:6]([N:10]([CH2:15][CH3:16])[S:11]([CH3:14])(=[O:12])=[O:13])[CH:7]=[CH:8][CH:9]=1)=[O:3]. (4) Given the reactants CO[C:3](=[O:11])[C:4]1[CH:9]=[CH:8][CH:7]=[N:6][C:5]=1Cl.[CH3:12][S:13]([N:16]1[CH2:21][CH2:20][NH:19][CH2:18][CH2:17]1)(=[O:15])=[O:14].[O:22]([C:29]1[CH:34]=[CH:33][C:32]([CH2:35][CH2:36][NH2:37])=[CH:31][CH:30]=1)[C:23]1[CH:28]=[CH:27][CH:26]=[CH:25][CH:24]=1, predict the reaction product. The product is: [CH3:12][S:13]([N:16]1[CH2:21][CH2:20][N:19]([C:5]2[N:6]=[CH:7][CH:8]=[CH:9][C:4]=2[C:3]([NH:37][CH2:36][CH2:35][C:32]2[CH:33]=[CH:34][C:29]([O:22][C:23]3[CH:28]=[CH:27][CH:26]=[CH:25][CH:24]=3)=[CH:30][CH:31]=2)=[O:11])[CH2:18][CH2:17]1)(=[O:15])=[O:14]. (5) Given the reactants [C:1]1([OH:7])[CH:6]=[CH:5][CH:4]=[CH:3][CH:2]=1.C(=O)([O-])[O-].[Cs+].[Cs+].CC(C)(C(=O)CC(=O)C(C)(C)C)C.CN1CCCC1.Br[C:34]1[CH:35]=[C:36]([O:57][CH3:58])[C:37]([NH:40][C:41](=[O:56])[C:42]2[CH:47]=[CH:46][CH:45]=[C:44]([S:48]([N:51]3[CH2:55][CH2:54][CH2:53][CH2:52]3)(=[O:50])=[O:49])[CH:43]=2)=[N:38][CH:39]=1, predict the reaction product. The product is: [CH3:58][O:57][C:36]1[C:37]([NH:40][C:41](=[O:56])[C:42]2[CH:47]=[CH:46][CH:45]=[C:44]([S:48]([N:51]3[CH2:52][CH2:53][CH2:54][CH2:55]3)(=[O:50])=[O:49])[CH:43]=2)=[N:38][CH:39]=[C:34]([O:7][C:1]2[CH:6]=[CH:5][CH:4]=[CH:3][CH:2]=2)[CH:35]=1. (6) Given the reactants FC(F)(F)C1C=C(NC(=O)NC2C=CC(C3SC(CCC(OC)=O)=NC=3)=CC=2)C=CC=1.[NH2:32][C:33]1[CH:38]=[CH:37][C:36]([C:39]2[S:43][C:42]([CH2:44][CH2:45][NH:46][S:47]([C:50]([F:53])([F:52])[F:51])(=[O:49])=[O:48])=[N:41][CH:40]=2)=[CH:35][CH:34]=1.[F:54][C:55]1[CH:60]=[CH:59][CH:58]=[CH:57][C:56]=1[N:61]=[C:62]=[O:63], predict the reaction product. The product is: [F:53][C:50]([F:51])([F:52])[S:47]([NH:46][CH2:45][CH2:44][C:42]1[S:43][C:39]([C:36]2[CH:35]=[CH:34][C:33]([NH:32][C:62]([NH:61][C:56]3[CH:57]=[CH:58][CH:59]=[CH:60][C:55]=3[F:54])=[O:63])=[CH:38][CH:37]=2)=[CH:40][N:41]=1)(=[O:49])=[O:48]. (7) Given the reactants C(O[C:6]([NH:8][C@H:9]([CH:33]1[CH2:41][C:40]2[C:35](=[CH:36][CH:37]=[CH:38][CH:39]=2)[CH2:34]1)[C:10]([N:12]([C@H:22]([C:26]1[CH:31]=[CH:30][C:29]([F:32])=[CH:28][CH:27]=1)[C:23](O)=[O:24])[C@@H:13](C(OC)=O)[CH2:14][CH:15]([CH3:17])[CH3:16])=[O:11])=[O:7])(C)(C)C.C(N(C(C)C)CC)(C)C.[F:51][C:52]([F:56])([F:55])[CH2:53][NH2:54], predict the reaction product. The product is: [CH2:41]1[C:40]2[C:35](=[CH:36][CH:37]=[CH:38][CH:39]=2)[CH2:34][CH:33]1[C@H:9]1[NH:8][C:6](=[O:7])[C@@H:13]([CH2:14][CH:15]([CH3:17])[CH3:16])[N:12]([C@H:22]([C:26]2[CH:27]=[CH:28][C:29]([F:32])=[CH:30][CH:31]=2)[C:23]([NH:54][CH2:53][C:52]([F:56])([F:55])[F:51])=[O:24])[C:10]1=[O:11]. (8) The product is: [Cl:33][C:30]1[CH:29]=[CH:28][C:27]([C:21]2[C:20](=[O:34])[C:16]3[C:15]([O:23][C:22]=2[CH:24]([CH3:25])[CH3:26])=[C:14]2[C:19](=[CH:18][CH:17]=3)[NH:11][CH:12]=[C:13]2[CH3:35])=[CH:32][CH:31]=1. Given the reactants C(OC([N:11]1[C:19]2[C:14](=[C:15]3[O:23][C:22]([CH:24]([CH3:26])[CH3:25])=[C:21]([C:27]4[CH:32]=[CH:31][C:30]([Cl:33])=[CH:29][CH:28]=4)[C:20](=[O:34])[C:16]3=[CH:17][CH:18]=2)[C:13]([CH3:35])=[CH:12]1)=O)C1C=CC=CC=1, predict the reaction product.